Task: Regression. Given two drug SMILES strings and cell line genomic features, predict the synergy score measuring deviation from expected non-interaction effect.. Dataset: NCI-60 drug combinations with 297,098 pairs across 59 cell lines (1) Drug 1: CC1=CC=C(C=C1)C2=CC(=NN2C3=CC=C(C=C3)S(=O)(=O)N)C(F)(F)F. Drug 2: CC1=C(C(=CC=C1)Cl)NC(=O)C2=CN=C(S2)NC3=CC(=NC(=N3)C)N4CCN(CC4)CCO. Cell line: SNB-75. Synergy scores: CSS=3.93, Synergy_ZIP=1.51, Synergy_Bliss=7.66, Synergy_Loewe=0.0715, Synergy_HSA=5.16. (2) Drug 1: CN1C2=C(C=C(C=C2)N(CCCl)CCCl)N=C1CCCC(=O)O.Cl. Drug 2: C1=NNC2=C1C(=O)NC=N2. Cell line: SN12C. Synergy scores: CSS=1.43, Synergy_ZIP=-1.80, Synergy_Bliss=-3.92, Synergy_Loewe=-2.73, Synergy_HSA=-3.30. (3) Drug 1: C1=CC(=CC=C1CCC2=CNC3=C2C(=O)NC(=N3)N)C(=O)NC(CCC(=O)O)C(=O)O. Drug 2: C1CCC(CC1)NC(=O)N(CCCl)N=O. Cell line: HOP-92. Synergy scores: CSS=31.7, Synergy_ZIP=-8.36, Synergy_Bliss=-3.13, Synergy_Loewe=-1.24, Synergy_HSA=-0.602.